From a dataset of Forward reaction prediction with 1.9M reactions from USPTO patents (1976-2016). Predict the product of the given reaction. Given the reactants Br[CH2:2][C:3]1[CH:12]=[CH:11][C:6]([C:7]([O:9][CH3:10])=[O:8])=[CH:5][N:4]=1.C1N2CN3CN(C2)C[N:14]1C3.C(Cl)(Cl)[Cl:24], predict the reaction product. The product is: [ClH:24].[NH2:14][CH2:2][C:3]1[CH:12]=[CH:11][C:6]([C:7]([O:9][CH3:10])=[O:8])=[CH:5][N:4]=1.